From a dataset of Blood-brain barrier permeability classification from the B3DB database. Regression/Classification. Given a drug SMILES string, predict its absorption, distribution, metabolism, or excretion properties. Task type varies by dataset: regression for continuous measurements (e.g., permeability, clearance, half-life) or binary classification for categorical outcomes (e.g., BBB penetration, CYP inhibition). Dataset: b3db_classification. (1) The compound is CN1CCC(=C2c3ccccc3C=Cc3ccccc32)CC1. The result is 1 (penetrates BBB). (2) The compound is C[C@H](N)[C@@H](O)c1cccc(O)c1. The result is 0 (does not penetrate BBB). (3) The molecule is O=[N+]([O-])OCC(CO[N+](=O)[O-])O[N+](=O)[O-]. The result is 0 (does not penetrate BBB). (4) The compound is Cc1[nH]c(-c2ccccc2)nc1CC#N. The result is 1 (penetrates BBB). (5) The drug is CC(C)(O)Cn1nc(-c2c(-c3ccccc3)nn3ccccc23)ccc1=O. The result is 1 (penetrates BBB). (6) The compound is CCC(=O)NCCC1CCc2ccc3c(c21)CCO3. The result is 1 (penetrates BBB). (7) The result is 1 (penetrates BBB). The drug is CC[C@H](C)n1ncn(-c2ccc(N3CCN(c4ccc(OC[C@@H]5CO[C@@](Cn6cncn6)(c6ccc(Cl)cc6Cl)O5)cc4)CC3)cc2)c1=O. (8) The drug is COc1ccc(N(c2nc(C)c(C)s2)S(C)(=O)=O)cc1CN[C@H]1CCCN[C@H]1c1ccccc1. The result is 1 (penetrates BBB). (9) The molecule is CO/N=C(/C(=O)N[C@@H]1C(=O)N2C(C(=O)O)=C(COC(C)=O)CS[C@H]12)c1ccco1. The result is 0 (does not penetrate BBB).